Dataset: Forward reaction prediction with 1.9M reactions from USPTO patents (1976-2016). Task: Predict the product of the given reaction. (1) The product is: [C:30]([O:29][C:27]([N:26]1[CH2:25][CH:24]2[CH:22]([CH2:23]2)[CH:21]1[CH2:19][OH:18])=[O:28])([CH3:33])([CH3:32])[CH3:31]. Given the reactants CC(C[AlH]CC(C)C)C.C1(C)C=CC=CC=1.C[O:18][C:19]([CH:21]1[N:26]([C:27]([O:29][C:30]([CH3:33])([CH3:32])[CH3:31])=[O:28])[CH2:25][CH:24]2[CH:22]1[CH2:23]2)=O.[OH-].[Na+], predict the reaction product. (2) The product is: [CH2:1]([O:8][C@@H:9]1[C@@H:18]([CH2:19][OH:20])[O:17][C@@H:12]([O:13][CH2:14][CH2:15][N:23]=[N+:24]=[N-:25])[C@H:11]([F:21])[C@H:10]1[OH:22])[C:2]1[CH:7]=[CH:6][CH:5]=[CH:4][CH:3]=1. Given the reactants [CH2:1]([O:8][C@@H:9]1[C@@H:18]([CH2:19][OH:20])[O:17][C@@H:12]([O:13][CH2:14][CH2:15]Cl)[C@H:11]([F:21])[C@H:10]1[OH:22])[C:2]1[CH:7]=[CH:6][CH:5]=[CH:4][CH:3]=1.[N-:23]=[N+:24]=[N-:25].[Na+], predict the reaction product. (3) Given the reactants [H-].[Na+].[N:3]1([CH:9]2[CH2:14][CH2:13][NH:12][CH2:11][CH2:10]2)[CH2:8][CH2:7][CH2:6][CH2:5][CH2:4]1.[CH3:15][O:16][C:17]1[CH:18]=[C:19]2[C:23](=[CH:24][C:25]=1[O:26][CH3:27])[N:22]([CH3:28])[CH:21]=[C:20]2[C:29]1[N:43]([S:44]([C:47]2[CH:52]=[CH:51][C:50]([CH3:53])=[CH:49][CH:48]=2)(=[O:46])=[O:45])[C:32]2=[N:33][CH:34]=[CH:35][C:36]([CH2:37]OS(C)(=O)=O)=[C:31]2[CH:30]=1, predict the reaction product. The product is: [CH3:15][O:16][C:17]1[CH:18]=[C:19]2[C:23](=[CH:24][C:25]=1[O:26][CH3:27])[N:22]([CH3:28])[CH:21]=[C:20]2[C:29]1[N:43]([S:44]([C:47]2[CH:48]=[CH:49][C:50]([CH3:53])=[CH:51][CH:52]=2)(=[O:46])=[O:45])[C:32]2=[N:33][CH:34]=[CH:35][C:36]([CH2:37][N:12]3[CH2:13][CH2:14][CH:9]([N:3]4[CH2:8][CH2:7][CH2:6][CH2:5][CH2:4]4)[CH2:10][CH2:11]3)=[C:31]2[CH:30]=1. (4) Given the reactants [CH3:1][O:2][C:3]1[C:8]([CH:9]=[N:10][OH:11])=[C:7]([O:12][CH3:13])[N:6]=[CH:5][N:4]=1.N#N.[CH3:16][C:17]#[N:18], predict the reaction product. The product is: [CH3:1][O:2][C:3]1[C:8]([C:9]2[N:18]=[C:17]([CH3:16])[O:11][N:10]=2)=[C:7]([O:12][CH3:13])[N:6]=[CH:5][N:4]=1. (5) The product is: [Cl:1][C:2]1[C:3]([C:25]2[S:29][C:28]([C:30]3([OH:34])[CH2:31][CH2:32][CH2:33]3)=[N:27][CH:26]=2)=[C:4]2[CH:10]=[C:9]([C:11]3[CH:16]=[CH:15][C:14]([NH:17][C:18](=[O:23])[CH2:19][N:20]([CH3:22])[CH3:21])=[CH:13][C:12]=3[F:24])[NH:8][C:5]2=[N:6][CH:7]=1. Given the reactants [Cl:1][C:2]1[C:3]([C:25]2[S:29][C:28]([C:30]3([O:34]COC)[CH2:33][CH2:32][CH2:31]3)=[N:27][CH:26]=2)=[C:4]2[CH:10]=[C:9]([C:11]3[CH:16]=[CH:15][C:14]([NH:17][C:18](=[O:23])[CH2:19][N:20]([CH3:22])[CH3:21])=[CH:13][C:12]=3[F:24])[NH:8][C:5]2=[N:6][CH:7]=1.ClC1C(C2SC(C3(OCOC)CCC3)=NC=2)=C2C=C(C3N=C(C4CCCN(C(OC(C)(C)C)=O)C4)ON=3)NC2=NC=1, predict the reaction product. (6) Given the reactants Br[C:2]1[S:6][C:5]([C:7]2[CH:12]=[CH:11][N:10]=[C:9]([NH:13][CH:14]3[CH2:19][C:18]([CH3:21])([CH3:20])[NH:17][C:16]([CH3:23])([CH3:22])[CH2:15]3)[N:8]=2)=[CH:4][CH:3]=1.[CH3:24][C:25]([NH2:29])([CH3:28])[C:26]#[CH:27], predict the reaction product. The product is: [NH2:29][C:25]([CH3:28])([CH3:24])[C:26]#[C:27][C:2]1[S:6][C:5]([C:7]2[CH:12]=[CH:11][N:10]=[C:9]([NH:13][CH:14]3[CH2:19][C:18]([CH3:21])([CH3:20])[NH:17][C:16]([CH3:23])([CH3:22])[CH2:15]3)[N:8]=2)=[CH:4][CH:3]=1. (7) Given the reactants [Si:1]([O:8][CH2:9][C:10]1[N:11]([CH3:29])[C:12]2[C:17]([CH:18]=1)=[CH:16][C:15]([CH:19]=[O:20])=[C:14]([NH:21][C:22](=[O:28])[O:23][C:24]([CH3:27])([CH3:26])[CH3:25])[CH:13]=2)([C:4]([CH3:7])([CH3:6])[CH3:5])([CH3:3])[CH3:2].[H-].[Na+].Br[CH2:33][CH2:34][CH:35]=[CH2:36], predict the reaction product. The product is: [CH2:36]([N:21]([C:14]1[CH:13]=[C:12]2[C:17]([CH:18]=[C:10]([CH2:9][O:8][Si:1]([C:4]([CH3:7])([CH3:6])[CH3:5])([CH3:3])[CH3:2])[N:11]2[CH3:29])=[CH:16][C:15]=1[CH:19]=[O:20])[C:22](=[O:28])[O:23][C:24]([CH3:27])([CH3:26])[CH3:25])[CH2:35][CH:34]=[CH2:33]. (8) Given the reactants F[C:2]1[C:3]([C:9]([O:11][CH3:12])=[O:10])=[N:4][C:5]([F:8])=[CH:6][N:7]=1.C[O-].[Na+].[C:16](OCC)(=[O:18])C.O, predict the reaction product. The product is: [F:8][C:5]1[N:4]=[C:3]([C:9]([O:11][CH3:12])=[O:10])[C:2]([O:18][CH3:16])=[N:7][CH:6]=1. (9) Given the reactants [NH2:1][C:2]1[C:10]([Cl:11])=[CH:9][CH:8]=[CH:7][C:3]=1[C:4]([OH:6])=[O:5].[F:12][C:13]1[CH:21]=[CH:20][CH:19]=[CH:18][C:14]=1[C:15](Cl)=O, predict the reaction product. The product is: [Cl:11][C:10]1[C:2]2[N:1]=[C:15]([C:14]3[CH:18]=[CH:19][CH:20]=[CH:21][C:13]=3[F:12])[O:5][C:4](=[O:6])[C:3]=2[CH:7]=[CH:8][CH:9]=1. (10) Given the reactants [CH3:1][C:2]1([CH3:12])[CH2:11][NH:10][C@@H:9]2[C@@H:4]([CH2:5][CH2:6][CH2:7][CH2:8]2)[NH:3]1.Br[C:14]1C=C2C(=[CH:21][CH:22]=1)N(C)C(C#N)=C2.P([C:35]([CH3:38])([CH3:37])[CH3:36])([C:35]([CH3:38])([CH3:37])[CH3:36])[C:35]([CH3:38])([CH3:37])[CH3:36].[H+].[B-](F)(F)(F)[F:41].C[C:46]([O-:49])(C)C.[Na+].[O-]S([O-])(=O)=O.[Mg+2], predict the reaction product. The product is: [F:41][C:21]1[C:37]2[O:49][CH:46]=[CH:36][C:35]=2[C:38]([N:10]2[C@H:9]3[C@H:4]([CH2:5][CH2:6][CH2:7][CH2:8]3)[NH:3][C:2]([CH3:12])([CH3:1])[CH2:11]2)=[CH:14][CH:22]=1.